This data is from Reaction yield outcomes from USPTO patents with 853,638 reactions. The task is: Predict the reaction yield, written as a fraction of the theoretical maximum amount of product (1.0 means a 100% yield; for example, 0.34 means a 34% yield). (1) The reactants are [C:1]12([C:11]3[CH:22]=[CH:21][C:14]([O:15][CH:16]=[CH:17][C:18](O)=[O:19])=[CH:13][CH:12]=3)[CH2:10][CH:5]3[CH2:6][CH:7]([CH2:9][CH:3]([CH2:4]3)[CH2:2]1)[CH2:8]2.[CH3:23][O:24][C:25](=[O:33])[C:26]1[CH:31]=[CH:30][CH:29]=[C:28]([NH2:32])[CH:27]=1.CN(C(ON1N=NC2C=CC=NC1=2)=[N+](C)C)C.F[P-](F)(F)(F)(F)F.CCN(C(C)C)C(C)C. The catalyst is CN(C=O)C. The product is [CH3:23][O:24][C:25](=[O:33])[C:26]1[CH:31]=[CH:30][CH:29]=[C:28]([NH:32][C:18](=[O:19])/[CH:17]=[CH:16]/[O:15][C:14]2[CH:13]=[CH:12][C:11]([C:1]34[CH2:10][CH:5]5[CH2:6][CH:7]([CH2:9][CH:3]([CH2:4]5)[CH2:2]3)[CH2:8]4)=[CH:22][CH:21]=2)[CH:27]=1. The yield is 0.106. (2) The reactants are [F:1][C:2]1[C:3]([O:23][CH3:24])=[CH:4][CH:5]=[C:6]2[C:10]=1[C:9](=[O:11])[N:8]([CH2:12][C@H:13]1[CH2:18][CH2:17][C@H:16]([C:19]([O:21]C)=[O:20])[CH2:15][CH2:14]1)[CH2:7]2.[OH-].[Na+]. The catalyst is CO. The product is [F:1][C:2]1[C:3]([O:23][CH3:24])=[CH:4][CH:5]=[C:6]2[C:10]=1[C:9](=[O:11])[N:8]([CH2:12][C@H:13]1[CH2:14][CH2:15][C@H:16]([C:19]([OH:21])=[O:20])[CH2:17][CH2:18]1)[CH2:7]2. The yield is 0.990. (3) The reactants are C(OC([N:8]1[CH:12]([CH2:13][N:14]2[C:18]([C:19](OCC)=[O:20])=[C:17]([C:24]([O:26][CH2:27][CH3:28])=[O:25])[C:16]([I:29])=[N:15]2)[CH2:11][O:10]C1(C)C)=O)(C)(C)C.Cl. The catalyst is O1CCOCC1. The product is [OH:10][CH2:11][CH:12]1[CH2:13][N:14]2[N:15]=[C:16]([I:29])[C:17]([C:24]([O:26][CH2:27][CH3:28])=[O:25])=[C:18]2[C:19](=[O:20])[NH:8]1. The yield is 0.674. (4) The reactants are [N:1]([CH2:4][CH2:5][CH2:6][C:7]1([C:20]2[CH:25]=[CH:24][CH:23]=[CH:22][CH:21]=2)[NH:11][N:10]=[C:9]([C:12]2[CH:17]=[C:16]([F:18])[CH:15]=[CH:14][C:13]=2[F:19])[S:8]1)=[N+:2]=[N-:3].[C:26]([N:33]1C=CN=C1)(N1C=CN=C1)=[S:27].[NH2:38]N. The catalyst is C1COCC1. The product is [N:1]([CH2:4][CH2:5][CH2:6][C:7]1([C:20]2[CH:25]=[CH:24][CH:23]=[CH:22][CH:21]=2)[N:11]([C:26](=[S:27])[NH:33][NH2:38])[N:10]=[C:9]([C:12]2[CH:17]=[C:16]([F:18])[CH:15]=[CH:14][C:13]=2[F:19])[S:8]1)=[N+:2]=[N-:3]. The yield is 0.200. (5) The reactants are [CH3:1][S:2][C@H:3]1[CH2:7][NH:6][C@@H:5]2[C@@H:8]([OH:11])[CH2:9][O:10][C@H:4]12.C(=O)([O-])[O-].[Na+].[Na+].[CH:18]1[C:30]2[CH:29]([CH2:31][O:32][C:33](Cl)=[O:34])[C:28]3[C:23](=[CH:24][CH:25]=[CH:26][CH:27]=3)[C:22]=2[CH:21]=[CH:20][CH:19]=1. The catalyst is O1CCOCC1.O. The product is [OH:11][C@@H:8]1[C@H:5]2[N:6]([C:33]([O:32][CH2:31][CH:29]3[C:28]4[CH:27]=[CH:26][CH:25]=[CH:24][C:23]=4[C:22]4[C:30]3=[CH:18][CH:19]=[CH:20][CH:21]=4)=[O:34])[CH2:7][C@H:3]([S:2][CH3:1])[C@H:4]2[O:10][CH2:9]1. The yield is 0.600.